Predict the product of the given reaction. From a dataset of Forward reaction prediction with 1.9M reactions from USPTO patents (1976-2016). (1) Given the reactants [N:1]1([CH2:6][CH2:7][O:8][C:9]2[CH:10]=[C:11]([NH:15][C:16]3[N:21]=[CH:20][C:19]([NH2:22])=[CH:18][N:17]=3)[CH:12]=[CH:13][CH:14]=2)[CH2:5][CH2:4][CH2:3][CH2:2]1.[Cl:23][C:24]1[CH:31]=[CH:30][CH:29]=[C:28]([Cl:32])[C:25]=1[CH2:26]Br.C(=O)([O-])[O-].[Cs+].[Cs+].O, predict the reaction product. The product is: [Cl:23][C:24]1[CH:31]=[CH:30][CH:29]=[C:28]([Cl:32])[C:25]=1[CH2:26][NH:22][C:19]1[CH:20]=[N:21][C:16]([NH:15][C:11]2[CH:12]=[CH:13][CH:14]=[C:9]([O:8][CH2:7][CH2:6][N:1]3[CH2:5][CH2:4][CH2:3][CH2:2]3)[CH:10]=2)=[N:17][CH:18]=1. (2) Given the reactants [Br:1][C:2]1[CH:3]=[C:4]([CH3:9])[C:5](=[O:8])[NH:6][CH:7]=1.Br[CH2:11][CH:12]1[CH2:14][CH2:13]1, predict the reaction product. The product is: [Br:1][C:2]1[CH:3]=[C:4]([CH3:9])[C:5](=[O:8])[N:6]([CH2:11][CH:12]2[CH2:14][CH2:13]2)[CH:7]=1. (3) Given the reactants [NH2:1][C:2]1[N:7]=[CH:6][N:5]=[C:4]([NH:8][C@H:9]([C:11]2[N:16]([C:17]3[CH:22]=[CH:21][CH:20]=[CH:19][CH:18]=3)[C:15](=[O:23])[C:14]3=[C:24]([CH3:27])[CH:25]=[CH:26][N:13]3[N:12]=2)[CH3:10])[C:3]=1Br.CC1(C)C(C)(C)OB([C:37]2[CH:38]=[N:39][CH:40]=[C:41]([C:43]([F:46])([F:45])[F:44])[CH:42]=2)O1.C(=O)([O-])[O-].[Na+].[Na+], predict the reaction product. The product is: [NH2:1][C:2]1[N:7]=[CH:6][N:5]=[C:4]([NH:8][C@H:9]([C:11]2[N:16]([C:17]3[CH:22]=[CH:21][CH:20]=[CH:19][CH:18]=3)[C:15](=[O:23])[C:14]3=[C:24]([CH3:27])[CH:25]=[CH:26][N:13]3[N:12]=2)[CH3:10])[C:3]=1[C:37]1[CH:38]=[N:39][CH:40]=[C:41]([C:43]([F:46])([F:45])[F:44])[CH:42]=1. (4) Given the reactants [Cl:1][C:2]1[C:11]2[CH:10]=[CH:9][CH:8]=[C:7](N)[C:6]=2[CH:5]=[CH:4][N:3]=1.[N+]([O-])([O-])=O.[Na+].NC(N)=O.[N+]([O-])([O-])=O.[BrH:26], predict the reaction product. The product is: [Br:26][C:7]1[CH:8]=[CH:9][CH:10]=[C:11]2[C:6]=1[CH:5]=[CH:4][N:3]=[C:2]2[Cl:1]. (5) Given the reactants [CH2:1]([Sn:5](Cl)([CH2:10][CH2:11][CH2:12][CH3:13])[CH2:6][CH2:7][CH2:8][CH3:9])[CH2:2][CH2:3][CH3:4].C[Si]([N-][Si](C)(C)C)(C)C.[Li+].C1COCC1.[N:30]([CH2:33][CH2:34][S:35][C:36]1[N:37]=[CH:38][N:39]2[CH:43]=[CH:42][S:41][C:40]=12)=[N+:31]=[N-:32].[Cl-].[NH4+], predict the reaction product. The product is: [N:30]([CH2:33][CH2:34][S:35][C:36]1[N:37]=[CH:38][N:39]2[CH:43]=[C:42]([Sn:5]([CH2:10][CH2:11][CH2:12][CH3:13])([CH2:6][CH2:7][CH2:8][CH3:9])[CH2:1][CH2:2][CH2:3][CH3:4])[S:41][C:40]=12)=[N+:31]=[N-:32]. (6) Given the reactants [S:1]1[CH:5]=[CH:4][C:3]([CH:6]=O)=[CH:2]1.[C:8]([CH2:13][CH:14]=P(C1C=CC=CC=1)(C1C=CC=CC=1)C1C=CC=CC=1)([O:10][CH2:11][CH3:12])=[O:9], predict the reaction product. The product is: [CH3:14][C:13](=[CH:6][C:3]1[CH:4]=[CH:5][S:1][CH:2]=1)[C:8]([O:10][CH2:11][CH3:12])=[O:9].